Predict the reactants needed to synthesize the given product. From a dataset of Full USPTO retrosynthesis dataset with 1.9M reactions from patents (1976-2016). (1) Given the product [F:14][C:15]([F:26])([F:25])[C:16]1[CH:17]=[C:18]([CH:22]=[CH:23][CH:24]=1)[C:19]([N:11]=[C:9]1[N:8]([CH:28]([CH2:33][CH3:34])[C:29]([OH:31])=[O:30])[C:7]2[CH:12]=[C:13]3[O:1][CH2:2][O:3][C:4]3=[CH:5][C:6]=2[S:10]1)=[O:20], predict the reactants needed to synthesize it. The reactants are: [O:1]1[C:13]2[C:4](=[CH:5][C:6]3[S:10][C:9]([NH2:11])=[N:8][C:7]=3[CH:12]=2)[O:3][CH2:2]1.[F:14][C:15]([F:26])([F:25])[C:16]1[CH:17]=[C:18]([CH:22]=[CH:23][CH:24]=1)[C:19](Cl)=[O:20].Br[CH:28]([CH2:33][CH3:34])[C:29]([O:31]C)=[O:30].COC1C=CC2N=C(N)SC=2C=1.ClC1C=C(C=CC=1)C(Cl)=O.BrCC(OCC)=O. (2) Given the product [CH3:1][CH:2]1[C:8]2=[C:9]3[C:13](=[CH:14][CH:15]=[C:7]2[O:6][CH2:5][CH2:4][N:3]1[C:16]([O:18][C:19]([CH3:21])([CH3:20])[CH3:22])=[O:17])[N:12]([S:31]([C:27]1[CH:28]=[N:29][O:30][C:26]=1[CH3:25])(=[O:33])=[O:32])[CH:11]=[CH:10]3, predict the reactants needed to synthesize it. The reactants are: [CH3:1][CH:2]1[C:8]2=[C:9]3[C:13](=[CH:14][CH:15]=[C:7]2[O:6][CH2:5][CH2:4][N:3]1[C:16]([O:18][C:19]([CH3:22])([CH3:21])[CH3:20])=[O:17])[NH:12][CH:11]=[CH:10]3.[H-].[Na+].[CH3:25][C:26]1[O:30][N:29]=[CH:28][C:27]=1[S:31](Cl)(=[O:33])=[O:32]. (3) Given the product [Cl:18][C:19]1[CH:20]=[C:21]([N:25]2[CH:29]=[N:28][C:27]([C:30]([N:14]3[CH2:15][CH2:16][N:11]([C:9]([C:7]4[CH:6]=[CH:5][CH:4]=[C:3]([O:2][CH3:1])[N:8]=4)=[O:10])[CH2:12][C@@H:13]3[CH3:17])=[O:31])=[N:26]2)[CH:22]=[CH:23][CH:24]=1, predict the reactants needed to synthesize it. The reactants are: [CH3:1][O:2][C:3]1[N:8]=[C:7]([C:9]([N:11]2[CH2:16][CH2:15][NH:14][C@@H:13]([CH3:17])[CH2:12]2)=[O:10])[CH:6]=[CH:5][CH:4]=1.[Cl:18][C:19]1[CH:20]=[C:21]([N:25]2[CH:29]=[N:28][C:27]([C:30](O)=[O:31])=[N:26]2)[CH:22]=[CH:23][CH:24]=1.CN(C(ON1N=NC2C=CC=CC1=2)=[N+](C)C)C.[B-](F)(F)(F)F.CCN(C(C)C)C(C)C. (4) Given the product [Cl:10][CH:3]([C:2]([Cl:1])=[O:9])[CH2:4][C:5]([O:7][CH3:8])=[O:6], predict the reactants needed to synthesize it. The reactants are: [Cl:1][C:2](=[O:9])[CH2:3][CH2:4][C:5]([O:7][CH3:8])=[O:6].[Cl:10]N1C(=O)CCC1=O.Cl. (5) Given the product [CH3:1][O:2][C:3](=[O:39])[CH2:4][CH2:5][C:6]1[CH:11]=[CH:10][C:9]([F:12])=[CH:8][C:7]=1[CH2:13][CH:14]1[CH:19]([C:20]2[O:24][CH2:23][CH:22]([C:25](=[O:36])[NH:26][CH2:27][CH2:28][CH2:29][CH2:30][CH2:31][CH2:32][CH2:33][CH2:34][CH3:35])[N:21]=2)[CH:18]2[O:38][CH:15]1[CH2:16][CH2:17]2, predict the reactants needed to synthesize it. The reactants are: [CH3:1][O:2][C:3](=[O:39])[CH2:4][CH2:5][C:6]1[CH:11]=[CH:10][C:9]([F:12])=[CH:8][C:7]=1[CH2:13][CH:14]1[CH:19]([C:20](=O)[NH:21][CH:22]([C:25](=[O:36])[NH:26][CH2:27][CH2:28][CH2:29][CH2:30][CH2:31][CH2:32][CH2:33][CH2:34][CH3:35])[CH2:23][OH:24])[CH:18]2[O:38][CH:15]1[CH2:16][CH2:17]2.CCN(S(F)(F)F)CC.C(=O)([O-])[O-].[K+].[K+].C([O-])(O)=O.[Na+]. (6) Given the product [F:21][C:18]1[CH:19]=[CH:20][C:15]([CH2:14][C:12]2[O:13][C:9]3[CH:8]=[CH:7][C:6]([CH:2]=[O:1])=[CH:22][C:10]=3[CH:11]=2)=[CH:16][CH:17]=1, predict the reactants needed to synthesize it. The reactants are: [O:1]1CCO[CH:2]1[C:6]1[CH:7]=[CH:8][C:9]2[O:13][C:12]([CH2:14][C:15]3[CH:20]=[CH:19][C:18]([F:21])=[CH:17][CH:16]=3)=[CH:11][C:10]=2[CH:22]=1.C(Br)(Br)(Br)Br.C1(P(C2C=CC=CC=2)C2C=CC=CC=2)C=CC=CC=1. (7) Given the product [Br:1][C:2]1[S:3][C:4]([CH2:8][O:9][S:18]([CH3:17])(=[O:20])=[O:19])=[C:5]([CH3:7])[N:6]=1, predict the reactants needed to synthesize it. The reactants are: [Br:1][C:2]1[S:3][C:4]([CH2:8][OH:9])=[C:5]([CH3:7])[N:6]=1.C(N(CC)CC)C.[CH3:17][S:18](Cl)(=[O:20])=[O:19].O. (8) Given the product [F:1][C@H:2]1[C@@H:7]([OH:8])[CH2:6][CH2:5][N:4]([C:9]([O:11][CH2:12][C:13]2[CH:22]=[CH:21][C:20]3[C:15](=[CH:16][CH:17]=[CH:18][CH:19]=3)[CH:14]=2)=[O:10])[CH2:3]1, predict the reactants needed to synthesize it. The reactants are: [F:1][CH:2]1[C:7](=[O:8])[CH2:6][CH2:5][N:4]([C:9]([O:11][CH2:12][C:13]2[CH:22]=[CH:21][C:20]3[C:15](=[CH:16][CH:17]=[CH:18][CH:19]=3)[CH:14]=2)=[O:10])[CH2:3]1.CCC(C)[BH-](C(C)CC)C(C)CC.[Li+].[OH-].[Na+].OO. (9) Given the product [CH2:12]([O:14][C:2]1[N:7]=[CH:6][C:5]([NH:8][CH:9]([CH3:11])[CH3:10])=[CH:4][CH:3]=1)[CH3:13], predict the reactants needed to synthesize it. The reactants are: Cl[C:2]1[N:7]=[CH:6][C:5]([NH:8][CH:9]([CH3:11])[CH3:10])=[CH:4][CH:3]=1.[CH2:12]([O:14]C1N=CC(N)=CC=1)[CH3:13]. (10) Given the product [CH3:24][C:16]1([CH3:25])[N:17]([S:20]([CH3:23])(=[O:21])=[O:22])[CH2:18][CH2:19][N:14]([CH2:13][CH2:12][C:7]2[N:8]([CH3:11])[C:9]3[C:5]([N:6]=2)=[C:4]([N:26]2[CH2:31][CH2:30][O:29][CH2:28][CH2:27]2)[N:3]=[C:2]([N:35]2[C:36]4[CH:42]=[CH:41][CH:40]=[CH:39][C:37]=4[N:38]=[C:34]2[CH2:32][CH3:33])[N:10]=3)[CH2:15]1, predict the reactants needed to synthesize it. The reactants are: Cl[C:2]1[N:10]=[C:9]2[C:5]([N:6]=[C:7]([CH2:12][CH2:13][N:14]3[CH2:19][CH2:18][N:17]([S:20]([CH3:23])(=[O:22])=[O:21])[C:16]([CH3:25])([CH3:24])[CH2:15]3)[N:8]2[CH3:11])=[C:4]([N:26]2[CH2:31][CH2:30][O:29][CH2:28][CH2:27]2)[N:3]=1.[CH2:32]([C:34]1[NH:35][C:36]2[CH:42]=[CH:41][CH:40]=[CH:39][C:37]=2[N:38]=1)[CH3:33].CC(C1C=C(C(C)C)C(C2C=CC=CC=2P(C2CCCCC2)C2CCCCC2)=C(C(C)C)C=1)C.C([O-])([O-])=O.[Cs+].[Cs+].